From a dataset of Forward reaction prediction with 1.9M reactions from USPTO patents (1976-2016). Predict the product of the given reaction. Given the reactants Br[C:2]1[CH:3]=[N:4][CH:5]=[C:6]([C:8]([F:11])([F:10])[F:9])[CH:7]=1.[B:12]1([B:12]2[O:16][C:15]([CH3:18])([CH3:17])[C:14]([CH3:20])([CH3:19])[O:13]2)[O:16][C:15]([CH3:18])([CH3:17])[C:14]([CH3:20])([CH3:19])[O:13]1.CC(C1C=C(C(C)C)C(C2C=CC=CC=2P(C2CCCCC2)C2CCCCC2)=C(C(C)C)C=1)C.C(=O)([O-])[O-].[K+].[K+], predict the reaction product. The product is: [CH3:19][C:14]1([CH3:20])[C:15]([CH3:18])([CH3:17])[O:16][B:12]([C:2]2[CH:3]=[N:4][CH:5]=[C:6]([C:8]([F:11])([F:10])[F:9])[CH:7]=2)[O:13]1.